From a dataset of Full USPTO retrosynthesis dataset with 1.9M reactions from patents (1976-2016). Predict the reactants needed to synthesize the given product. Given the product [C:1]([O:5][C:6](=[O:7])[NH:8][C@H:9]([C:10]([F:30])=[O:11])[CH2:13][C:14]1[CH:19]=[CH:18][CH:17]=[CH:16][C:15]=1[C:20]#[N:21])([CH3:4])([CH3:3])[CH3:2], predict the reactants needed to synthesize it. The reactants are: [C:1]([O:5][C:6]([NH:8][C@@H:9]([CH2:13][C:14]1[CH:19]=[CH:18][CH:17]=[CH:16][C:15]=1[C:20]#[N:21])[C:10](O)=[O:11])=[O:7])([CH3:4])([CH3:3])[CH3:2].N1C=CC=CC=1.N1C(F)=NC(F)=NC=1[F:30].